From a dataset of Experimental lipophilicity measurements (octanol/water distribution) for 4,200 compounds from AstraZeneca. Regression/Classification. Given a drug SMILES string, predict its absorption, distribution, metabolism, or excretion properties. Task type varies by dataset: regression for continuous measurements (e.g., permeability, clearance, half-life) or binary classification for categorical outcomes (e.g., BBB penetration, CYP inhibition). For this dataset (lipophilicity_astrazeneca), we predict Y. The drug is CCN(CC)C(=O)N[C@H]1C[C@@H]2c3cccc4[nH]cc(c34)C[C@H]2N(C)C1. The Y is 2.73 logD.